Dataset: NCI-60 drug combinations with 297,098 pairs across 59 cell lines. Task: Regression. Given two drug SMILES strings and cell line genomic features, predict the synergy score measuring deviation from expected non-interaction effect. Drug 1: CCC1=CC2CC(C3=C(CN(C2)C1)C4=CC=CC=C4N3)(C5=C(C=C6C(=C5)C78CCN9C7C(C=CC9)(C(C(C8N6C)(C(=O)OC)O)OC(=O)C)CC)OC)C(=O)OC.C(C(C(=O)O)O)(C(=O)O)O. Drug 2: CCC(=C(C1=CC=CC=C1)C2=CC=C(C=C2)OCCN(C)C)C3=CC=CC=C3.C(C(=O)O)C(CC(=O)O)(C(=O)O)O. Cell line: SK-MEL-2. Synergy scores: CSS=57.9, Synergy_ZIP=13.1, Synergy_Bliss=14.1, Synergy_Loewe=-18.9, Synergy_HSA=12.5.